This data is from Full USPTO retrosynthesis dataset with 1.9M reactions from patents (1976-2016). The task is: Predict the reactants needed to synthesize the given product. Given the product [Br:1][C:2]1[CH:7]=[CH:6][C:5]([C@@H:8]([N:10]([CH2:18][CH2:19]/[C:20](=[N:34]/[S:32][C:29]([CH3:31])([CH3:30])[CH3:28])/[C:21]2[CH:26]=[CH:25][CH:24]=[CH:23][CH:22]=2)[C:11](=[O:17])[O:12][C:13]([CH3:16])([CH3:15])[CH3:14])[CH3:9])=[CH:4][CH:3]=1, predict the reactants needed to synthesize it. The reactants are: [Br:1][C:2]1[CH:7]=[CH:6][C:5]([C@@H:8]([N:10]([CH2:18][CH2:19][C:20](=O)[C:21]2[CH:26]=[CH:25][CH:24]=[CH:23][CH:22]=2)[C:11](=[O:17])[O:12][C:13]([CH3:16])([CH3:15])[CH3:14])[CH3:9])=[CH:4][CH:3]=1.[CH3:28][C:29]([S@:32]([NH2:34])=O)([CH3:31])[CH3:30].